From a dataset of NCI-60 drug combinations with 297,098 pairs across 59 cell lines. Regression. Given two drug SMILES strings and cell line genomic features, predict the synergy score measuring deviation from expected non-interaction effect. (1) Drug 1: CNC(=O)C1=CC=CC=C1SC2=CC3=C(C=C2)C(=NN3)C=CC4=CC=CC=N4. Drug 2: CCC1(CC2CC(C3=C(CCN(C2)C1)C4=CC=CC=C4N3)(C5=C(C=C6C(=C5)C78CCN9C7C(C=CC9)(C(C(C8N6C=O)(C(=O)OC)O)OC(=O)C)CC)OC)C(=O)OC)O.OS(=O)(=O)O. Cell line: ACHN. Synergy scores: CSS=11.9, Synergy_ZIP=0.373, Synergy_Bliss=1.57, Synergy_Loewe=-15.0, Synergy_HSA=1.84. (2) Drug 1: C1C(C(OC1N2C=C(C(=O)NC2=O)F)CO)O. Drug 2: N.N.Cl[Pt+2]Cl. Cell line: SNB-75. Synergy scores: CSS=28.7, Synergy_ZIP=-12.5, Synergy_Bliss=-4.14, Synergy_Loewe=-17.7, Synergy_HSA=0.0290. (3) Drug 1: C1CC(=O)NC(=O)C1N2CC3=C(C2=O)C=CC=C3N. Drug 2: CCCS(=O)(=O)NC1=C(C(=C(C=C1)F)C(=O)C2=CNC3=C2C=C(C=N3)C4=CC=C(C=C4)Cl)F. Cell line: HT29. Synergy scores: CSS=33.0, Synergy_ZIP=-2.99, Synergy_Bliss=-4.80, Synergy_Loewe=-14.2, Synergy_HSA=-3.15. (4) Drug 1: CC1=C(C=C(C=C1)NC2=NC=CC(=N2)N(C)C3=CC4=NN(C(=C4C=C3)C)C)S(=O)(=O)N.Cl. Drug 2: C1CCN(CC1)CCOC2=CC=C(C=C2)C(=O)C3=C(SC4=C3C=CC(=C4)O)C5=CC=C(C=C5)O. Cell line: SW-620. Synergy scores: CSS=-11.0, Synergy_ZIP=7.04, Synergy_Bliss=0.344, Synergy_Loewe=-12.7, Synergy_HSA=-10.5.